From a dataset of TCR-epitope binding with 47,182 pairs between 192 epitopes and 23,139 TCRs. Binary Classification. Given a T-cell receptor sequence (or CDR3 region) and an epitope sequence, predict whether binding occurs between them. The epitope is KLSYGIATV. The TCR CDR3 sequence is CASSEGGITEAFF. Result: 0 (the TCR does not bind to the epitope).